From a dataset of Full USPTO retrosynthesis dataset with 1.9M reactions from patents (1976-2016). Predict the reactants needed to synthesize the given product. (1) Given the product [ClH:1].[NH2:23][C:20]1[CH:19]=[CH:18][C:17]([CH2:16][CH2:15][O:14][C:11]2[CH:12]=[CH:13][C:8]([CH2:7][C@H:6]([O:24][CH2:25][CH3:26])[C:5]([OH:27])=[O:4])=[CH:9][CH:10]=2)=[CH:22][CH:21]=1, predict the reactants needed to synthesize it. The reactants are: [ClH:1].C([O:4][C:5](=[O:27])[C@@H:6]([O:24][CH2:25][CH3:26])[CH2:7][C:8]1[CH:13]=[CH:12][C:11]([O:14][CH2:15][CH2:16][C:17]2[CH:22]=[CH:21][C:20]([NH2:23])=[CH:19][CH:18]=2)=[CH:10][CH:9]=1)C.[OH-].[Li+]. (2) Given the product [C:35]1([N:34]2[C:33]3[CH:41]=[CH:42][CH:43]=[CH:44][C:32]=3[N:31]=[C:30]2[C:26]2[CH:25]=[C:24]([C:26]3[CH:27]=[N:28][CH:29]=[C:24]([C:1]4[C:13]5[NH:12][C:11]6[C:6](=[CH:7][CH:8]=[CH:9][CH:10]=6)[C:5]=5[CH:4]=[CH:3][CH:2]=4)[CH:25]=3)[CH:29]=[N:28][CH:27]=2)[CH:40]=[CH:39][CH:38]=[CH:37][CH:36]=1, predict the reactants needed to synthesize it. The reactants are: [CH:1]1[C:13]2[N:12](C3C=C(B(O)O)C=NC=3)[C:11]3[C:6](=[CH:7][CH:8]=[CH:9][CH:10]=3)[C:5]=2[CH:4]=[CH:3][CH:2]=1.Br[C:24]1[CH:25]=[C:26]([C:30]2[N:34]([C:35]3[CH:40]=[CH:39][CH:38]=[CH:37][CH:36]=3)[C:33]3[CH:41]=[CH:42][CH:43]=[CH:44][C:32]=3[N:31]=2)[CH:27]=[N:28][CH:29]=1.C(=O)([O-])[O-].[K+].[K+]. (3) Given the product [O:26]1[C:25]2[CH:29]=[CH:30][C:22]([C:19]3([C:17]([NH:16][C:5]4[CH:6]=[C:7]5[C:11](=[C:3]([CH2:2][NH:1][S:39]([CH3:38])(=[O:41])=[O:40])[CH:4]=4)[NH:10][C:9]([C:12]([CH3:15])([CH3:14])[CH3:13])=[CH:8]5)=[O:18])[CH2:20][CH2:21]3)=[CH:23][C:24]=2[O:28][CH2:27]1, predict the reactants needed to synthesize it. The reactants are: [NH2:1][CH2:2][C:3]1[CH:4]=[C:5]([NH:16][C:17]([C:19]2([C:22]3[CH:30]=[CH:29][C:25]4[O:26][CH2:27][O:28][C:24]=4[CH:23]=3)[CH2:21][CH2:20]2)=[O:18])[CH:6]=[C:7]2[C:11]=1[NH:10][C:9]([C:12]([CH3:15])([CH3:14])[CH3:13])=[CH:8]2.C(N(CC)CC)C.[CH3:38][S:39](Cl)(=[O:41])=[O:40]. (4) Given the product [C:2]1([NH:1][N:9]=[C:15]2[CH2:21][CH2:20][CH2:19][CH2:18][CH2:17][C:16]2=[O:22])[CH:7]=[CH:6][CH:5]=[CH:4][CH:3]=1, predict the reactants needed to synthesize it. The reactants are: [NH2:1][C:2]1[CH:7]=[CH:6][CH:5]=[CH:4][CH:3]=1.Cl.[N:9]([O-])=O.[Na+].OC=[C:15]1[CH2:21][CH2:20][CH2:19][CH2:18][CH2:17][C:16]1=[O:22].[OH-].[K+].